Predict the reactants needed to synthesize the given product. From a dataset of Full USPTO retrosynthesis dataset with 1.9M reactions from patents (1976-2016). (1) Given the product [CH3:50][N:33]([CH3:32])[C:34]1([C:44]2[CH:45]=[CH:46][CH:47]=[CH:48][CH:49]=2)[CH2:39][CH2:38][C:37](=[CH:40][C:41]([N:11]2[CH2:15][CH2:14][CH:13]([C:16]3[C:24]4[C:19](=[CH:20][CH:21]=[CH:22][CH:23]=4)[NH:18][CH:17]=3)[CH2:12]2)=[O:42])[CH2:36][CH2:35]1, predict the reactants needed to synthesize it. The reactants are: ON1C2C=CC=CC=2N=N1.[NH:11]1[CH2:15][CH2:14][CH:13]([C:16]2[C:24]3[C:19](=[CH:20][CH:21]=[CH:22][CH:23]=3)[NH:18][CH:17]=2)[CH2:12]1.CN1CCOCC1.[CH3:32][N:33]([CH3:50])[C:34]1([C:44]2[CH:49]=[CH:48][CH:47]=[CH:46][CH:45]=2)[CH2:39][CH2:38][C:37](=[CH:40][C:41](O)=[O:42])[CH2:36][CH2:35]1.C1(N=C=NC2CCCCC2)CCCCC1.C(NC1CCCCC1)(NC1CCCCC1)=O.[OH-].[Na+]. (2) Given the product [NH2:28][O:29][CH2:18][CH2:17][CH2:16][CH2:15][CH2:14][CH2:13][CH2:12][CH2:11][CH2:10][CH2:9][CH2:8][CH2:7][CH2:6][CH2:5][CH2:4][C:3]([OH:2])=[O:20], predict the reactants needed to synthesize it. The reactants are: C[O:2][C:3](=[O:20])[CH2:4][CH2:5][CH2:6][CH2:7][CH2:8][CH2:9][CH2:10][CH2:11][CH2:12][CH2:13][CH2:14][CH2:15][CH2:16][CH2:17][CH2:18]Br.C(OC([NH:28][OH:29])=O)(C)(C)C.C(Cl)Cl.